From a dataset of Experimentally validated miRNA-target interactions with 360,000+ pairs, plus equal number of negative samples. Binary Classification. Given a miRNA mature sequence and a target amino acid sequence, predict their likelihood of interaction. (1) The miRNA is hsa-miR-558 with sequence UGAGCUGCUGUACCAAAAU. Result: 0 (no interaction). The protein sequence of the target gene is MLLGPGHPLSAPALALALTLALLVRSTAPASFFGENHLEVPVPSALTRVDLLLQFSTSQPEALLLLAAGQDDHLLLQLHSGCLQVRLALGQKELKLQTPADTVLSDSAPHTVVLTVSDSWAVLSVDGVLNTSAPIPRASHLKATYGLFVGSSGSLDLPYLKGISRPLRGCLHSAILNGRNLLRPLTSDVHEGCAEEFSAGDEVGLGFSGPHSLAAFPAWSTREEGTLEFTLTTRSQQAPLAFQAGDKRGNFIYVDIFEGHLRAVVEKGQGTMLLRNSVPVADGQPHEVSVHIDVHRLEIS.... (2) The protein sequence of the target gene is MSSGLWSQEKVTSPYWEERIFYLLLQECSVTDKQTQKLLKVPKGSIGQYIQDRSVGHSRVPSTKGKKNQIGLKILEQPHAVLFVDEKDVVEINEKFTELLLAITNCEERLSLFRNRLRLSKGLQVDVGSPVKVQLRSGEEKFPGVVRFRGPLLAERTVSGIFFGVELLEEGRGQGFTDGVYQGKQLFQCDEDCGVFVALDKLELIEDDDNGLESDFAGPGDTMQVEPPPLEINSRVSLKVGESTESGTVIFCDVLPGKESLGYFVGVDMDNPIGNWDGRFDGVQLCSFASVESTILLHIN.... Result: 1 (interaction). The miRNA is mmu-miR-1199-5p with sequence UCUGAGUCCCGGUCGCGCGG. (3) The miRNA is hsa-miR-1260a with sequence AUCCCACCUCUGCCACCA. The protein sequence of the target gene is MCAQYCISFADVEKAHINIQDSIHLTPVLTSSILNQIAGRNLFFKCELFQKTGSFKIRGALNAIRGLIPDTPEEKPKAVVTHSSGNHGQALTYAAKLEGIPAYIVVPQTAPNCKKLAIQAYGASIVYCDPSDESREKVTQRIMQETEGILVHPNQEPAVIAGQGTIALEVLNQVPLVDALVVPVGGGGMVAGIAITIKALKPSVKVYAAEPSNADDCYQSKLKGELTPNLHPPETIADGVKSSIGLNTWPIIRDLVDDVFTVTEDEIKYATQLVWGRMKLLIEPTAGVALAAVLSQHFQT.... Result: 0 (no interaction). (4) The miRNA is hsa-miR-513a-3p with sequence UAAAUUUCACCUUUCUGAGAAGG. The protein sequence of the target gene is MASEAVKVVVRCRPMNQRERELRCQPVVTVDCARAQCCIQNPGAADEPPKQFTFDGAYHVDHVTEQIYNEIAYPLVEGVTEGYNGTIFAYGQTGSGKSFTMQGLPDPPSQRGIIPRAFEHVFESVQCAENTKFLVRASYLEIYNEDVRDLLGADTKQKLELKEHPEKGVYVKGLSMHTVHSVAQCEHIMETGWKNRSVGYTLMNKDSSRSHSIFTISIEMSAVDERGKDHLRAGKLNLVDLAGSERQSKTGATGERLKEATKINLSLSALGNVISALVDGRCKHVPYRDSKLTRLLQDSL.... Result: 0 (no interaction). (5) The miRNA is hsa-miR-149-3p with sequence AGGGAGGGACGGGGGCUGUGC. The protein sequence of the target gene is MDTNRPGAFVLSSAPLAALHNMAEMKTSLFPYALQGPAGFKAPALGGLGAQLPLGTPHGISDILGRPVGAAGGGLLGGLPRLNGLASSAGVYFGPAAAVARGYPKPLAELPGRPPIFWPGVVQGAPWRDPRLAGPAPAGGVLDKDGKKKHSRPTFSGQQIFALEKTFEQTKYLAGPERARLAYSLGMTESQVKVWFQNRRTKWRKRHAVEMASAKKKQDSDAEKLKVGGSDAEDDDEYNRPLDPNSDDEKITRLLKKHKPSNLALVSPCGGGAGDAL. Result: 1 (interaction). (6) The miRNA is mmu-miR-18b-5p with sequence UAAGGUGCAUCUAGUGCUGUUAG. The protein sequence of the target gene is MASHKLLVTPPKALLKPLSIPNQLLLGPGPSNLPPRIMAAGGLQMIGSMSKDMYQIMDEIKEGIQYVFQTRNPLTLVISGSGHCALEAALVNVLEPGDSFLVGANGIWGQRAVDIGERIGARVHPMTKDPGGHYTLQEVEEGLAQHKPVLLFLTHGESSTGVLQPLDGFGELCHRYKCLLLVDSVASLGGTPLYMDRQGIDILYSGSQKALNAPPGTSLISFSDKAKKKMYSRKTKPFSFYLDIKWLANFWGCDDQPRMYHHTIPVISLYSLRESLALIAEQGLENSWRQHREAAAYLHG.... Result: 0 (no interaction).